Dataset: Full USPTO retrosynthesis dataset with 1.9M reactions from patents (1976-2016). Task: Predict the reactants needed to synthesize the given product. (1) Given the product [F:5][C:6]1[CH:11]=[CH:10][C:9]([C:13](=[O:22])[CH2:14][CH2:15][CH2:16][CH2:17][C:18]([O:20][CH3:21])=[O:19])=[CH:8][CH:7]=1, predict the reactants needed to synthesize it. The reactants are: [Cl-].[Al+3].[Cl-].[Cl-].[F:5][C:6]1[CH:11]=[CH:10][CH:9]=[CH:8][CH:7]=1.Cl[C:13](=[O:22])[CH2:14][CH2:15][CH2:16][CH2:17][C:18]([O:20][CH3:21])=[O:19]. (2) Given the product [CH2:1]([O:3][C:4](=[O:31])[C:5]([O:23][C:24]1[CH:29]=[CH:28][CH:27]=[C:26]([F:30])[CH:25]=1)([CH3:22])[CH2:6][C:8]1[CH:9]=[CH:10][C:11]([O:14][CH2:15][C:16]2[CH:21]=[CH:20][CH:19]=[CH:18][CH:17]=2)=[CH:12][CH:13]=1)[CH3:2], predict the reactants needed to synthesize it. The reactants are: [CH2:1]([O:3][C:4](=[O:31])[C:5]([O:23][C:24]1[CH:29]=[CH:28][CH:27]=[C:26]([F:30])[CH:25]=1)([CH3:22])[CH:6]([C:8]1[CH:13]=[CH:12][C:11]([O:14][CH2:15][C:16]2[CH:21]=[CH:20][CH:19]=[CH:18][CH:17]=2)=[CH:10][CH:9]=1)O)[CH3:2].B(F)(F)F.CCOCC.C([SiH](CC)CC)C.C([O-])([O-])=O.[Na+].[Na+]. (3) The reactants are: I[C:2]1[CH:3]=[C:4]([CH:13]=[CH:14][C:15]=1[O:16][CH3:17])[CH2:5][C@H:6]1[NH:11][C:10](=[O:12])[CH2:9][O:8][CH2:7]1.[NH:18]1[CH:22]=[CH:21][CH:20]=[N:19]1.C([O-])([O-])=O.[K+].[K+].N1CCC[C@H]1C(O)=O. Given the product [CH3:17][O:16][C:15]1[CH:14]=[CH:13][C:4]([CH2:5][C@H:6]2[NH:11][C:10](=[O:12])[CH2:9][O:8][CH2:7]2)=[CH:3][C:2]=1[N:18]1[CH:22]=[CH:21][CH:20]=[N:19]1, predict the reactants needed to synthesize it. (4) Given the product [CH3:1][C:2]1[NH:6][N:5]=[CH:4][C:3]=1[C:7]1[S:15][C:14]2[C:13](=[O:16])[NH:12][C:11]([C@@H:17]3[CH2:21][CH2:20][CH2:19][NH:18]3)=[N:10][C:9]=2[CH:8]=1, predict the reactants needed to synthesize it. The reactants are: [CH3:1][C:2]1[NH:6][N:5]=[CH:4][C:3]=1[C:7]1[S:15][C:14]2[C:13](=[O:16])[NH:12][C:11]([C@@H:17]3C[CH2:21][CH2:20][CH2:19][NH:18]3)=[N:10][C:9]=2[CH:8]=1.C12(C3NC(=O)C4SC(C5C=NNC=5C)=CC=4N=3)NC(CC1)CC2.CC1NN=CC=1C1SC2C(=O)NC([C@@H]3CC=CCN3)=NC=2C=1.N1CCCC[C@H]1C1NC(=O)C2SC(C3C=NNC=3C(F)(F)F)=CC=2N=1.N12CCC(CC1)C[C@H]2C1NC(=O)C2SC(C3C=NNC=3C)=CC=2N=1.